From a dataset of Full USPTO retrosynthesis dataset with 1.9M reactions from patents (1976-2016). Predict the reactants needed to synthesize the given product. (1) Given the product [Cl:57][C:3]1[CH:29]=[CH:28][C:6]([CH2:7][N:8]2[CH2:13][CH2:12][CH:11]([NH:14][C:15]3[CH:23]=[C:22]([C:24]([F:27])([F:26])[F:25])[C:18]([C:19]([NH2:21])=[O:20])=[CH:17][N:16]=3)[CH2:10][CH2:9]2)=[CH:5][C:4]=1[O:30][CH2:31][CH3:32], predict the reactants needed to synthesize it. The reactants are: CO[C:3]1[CH:29]=[CH:28][C:6]([CH2:7][N:8]2[CH2:13][CH2:12][CH:11]([NH:14][C:15]3[CH:23]=[C:22]([C:24]([F:27])([F:26])[F:25])[C:18]([C:19]([NH2:21])=[O:20])=[CH:17][N:16]=3)[CH2:10][CH2:9]2)=[CH:5][C:4]=1[O:30][CH2:31][CH2:32]C.Cl.Cl.COC(=O)C1C(C(F)(F)F)=CC(NC2CCNCC2)=NC=1.[Cl:57]C1C=CC(C=O)=CC=1OCC. (2) Given the product [C:1]([O:5][C:6](=[O:7])[NH:8][C:9]([C:10](=[O:12])[N:32]([O:33][CH3:34])[CH3:31])([CH3:14])[CH3:13])([CH3:2])([CH3:3])[CH3:4], predict the reactants needed to synthesize it. The reactants are: [C:1]([O:5][C:6]([NH:8][C:9]([CH3:14])([CH3:13])[C:10]([OH:12])=O)=[O:7])([CH3:4])([CH3:3])[CH3:2].O=C1N(P(Cl)(N2CCOC2=O)=O)CCO1.Cl.[CH3:31][NH:32][O:33][CH3:34].C(N(CC)CC)C. (3) The reactants are: [CH:1](=[O:9])[C:2]1[C:3](=[CH:5][CH:6]=[CH:7][CH:8]=1)[OH:4].CN(C=O)C.Br[CH2:16][CH2:17][CH3:18]. Given the product [CH2:16]([O:4][C:3]1[CH:5]=[CH:6][CH:7]=[CH:8][C:2]=1[CH:1]=[O:9])[CH2:17][CH3:18], predict the reactants needed to synthesize it. (4) The reactants are: CON(C)[C:4](=[O:22])[C:5]1[CH:10]=[CH:9][C:8]([C:11]([F:14])([F:13])[F:12])=[N:7][C:6]=1[NH:15][C:16]1[CH:21]=[CH:20][CH:19]=[CH:18][CH:17]=1.[CH3:24][Mg]Cl. Given the product [C:16]1([NH:15][C:6]2[C:5]([C:4](=[O:22])[CH3:24])=[CH:10][CH:9]=[C:8]([C:11]([F:12])([F:13])[F:14])[N:7]=2)[CH:17]=[CH:18][CH:19]=[CH:20][CH:21]=1, predict the reactants needed to synthesize it. (5) Given the product [CH3:11][C:9]1([CH3:12])[CH2:8][S:7](=[O:14])(=[O:13])[C:6]2[CH:15]=[C:2]([B:19]3[O:20][C:21]([CH3:23])([CH3:22])[C:17]([CH3:33])([CH3:16])[O:18]3)[CH:3]=[CH:4][C:5]=2[O:10]1, predict the reactants needed to synthesize it. The reactants are: Br[C:2]1[CH:3]=[CH:4][C:5]2[O:10][C:9]([CH3:12])([CH3:11])[CH2:8][S:7](=[O:14])(=[O:13])[C:6]=2[CH:15]=1.[CH3:16][C:17]1([CH3:33])[C:21]([CH3:23])([CH3:22])[O:20][B:19]([B:19]2[O:20][C:21]([CH3:23])([CH3:22])[C:17]([CH3:33])([CH3:16])[O:18]2)[O:18]1.C([O-])(=O)C.[K+]. (6) The reactants are: [CH2:1]([O:8][C:9]1[CH:14]=[CH:13][C:12]([I:15])=[CH:11][C:10]=1[CH2:16]CBr)[C:2]1[CH:7]=[CH:6][CH:5]=[CH:4][CH:3]=1.[C:19]([O:23][C:24]([NH:26][CH:27]([C:33]([O:35][CH2:36][CH3:37])=[O:34])[C:28]([O:30][CH2:31][CH3:32])=[O:29])=[O:25])([CH3:22])([CH3:21])[CH3:20].[O-]CC.[Na+]. Given the product [CH2:1]([O:8][C:9]1[CH:14]=[CH:13][C:12]([I:15])=[CH:11][C:10]=1[CH2:16][C:27]([NH:26][C:24]([O:23][C:19]([CH3:22])([CH3:20])[CH3:21])=[O:25])([C:28]([O:30][CH2:31][CH3:32])=[O:29])[C:33]([O:35][CH2:36][CH3:37])=[O:34])[C:2]1[CH:3]=[CH:4][CH:5]=[CH:6][CH:7]=1, predict the reactants needed to synthesize it.